This data is from Full USPTO retrosynthesis dataset with 1.9M reactions from patents (1976-2016). The task is: Predict the reactants needed to synthesize the given product. (1) Given the product [NH2:22][C:19]1[CH:20]=[CH:21][C:16]([C:10]2[NH:11][C:12](=[O:15])[C:13]3[O:14][C:5]4[CH:4]=[CH:3][C:2]([Br:1])=[CH:7][C:6]=4[C:8]=3[N:9]=2)=[C:17]([Cl:25])[CH:18]=1, predict the reactants needed to synthesize it. The reactants are: [Br:1][C:2]1[CH:3]=[CH:4][C:5]2[O:14][C:13]3[C:12](=[O:15])[NH:11][C:10]([C:16]4[CH:21]=[CH:20][C:19]([N+:22]([O-])=O)=[CH:18][C:17]=4[Cl:25])=[N:9][C:8]=3[C:6]=2[CH:7]=1.O.O.[Sn](Cl)Cl.CO.CCOC(C)=O. (2) Given the product [CH2:34]([N:28]1[CH:29]=[C:25]([C:23]([N:22]([CH2:21][C:7]2[CH:8]=[C:9]([C:10]3[CH:15]=[CH:14][C:13]([O:16][C:17]([F:18])([F:19])[F:20])=[CH:12][CH:11]=3)[C:4]([F:3])=[CH:5][CH:6]=2)[CH:30]([CH3:32])[CH3:31])=[O:24])[N:26]=[CH:27]1)[CH3:35], predict the reactants needed to synthesize it. The reactants are: [H-].[Na+].[F:3][C:4]1[C:9]([C:10]2[CH:15]=[CH:14][C:13]([O:16][C:17]([F:20])([F:19])[F:18])=[CH:12][CH:11]=2)=[CH:8][C:7]([CH2:21][N:22]([CH:30]([CH3:32])[CH3:31])[C:23]([C:25]2[N:26]=[CH:27][NH:28][CH:29]=2)=[O:24])=[CH:6][CH:5]=1.I[CH2:34][CH3:35].C(=O)(O)[O-].[Na+]. (3) The reactants are: [OH:1][C:2]1[CH:3]=[C:4]2[C:9](=[CH:10][CH:11]=1)[C:8]([C:12](=[O:28])[C:13]1[CH:18]=[CH:17][C:16]([O:19][CH2:20][CH2:21][N:22]3[CH2:27][CH2:26][CH2:25][CH2:24][CH2:23]3)=[CH:15][CH:14]=1)=[C:7]([O:29][S:30]([C:33]([F:36])([F:35])[F:34])(=[O:32])=[O:31])[CH:6]=[CH:5]2.C(N(C(C)C)CC)(C)C.[CH3:46][S:47](Cl)(=[O:49])=[O:48].C(=O)(O)[O-].[Na+]. Given the product [CH3:46][S:47]([O:1][C:2]1[CH:3]=[C:4]2[C:9](=[CH:10][CH:11]=1)[C:8]([C:12](=[O:28])[C:13]1[CH:14]=[CH:15][C:16]([O:19][CH2:20][CH2:21][N:22]3[CH2:27][CH2:26][CH2:25][CH2:24][CH2:23]3)=[CH:17][CH:18]=1)=[C:7]([O:29][S:30]([C:33]([F:35])([F:36])[F:34])(=[O:32])=[O:31])[CH:6]=[CH:5]2)(=[O:49])=[O:48], predict the reactants needed to synthesize it. (4) Given the product [C:26]([O:25][CH:23]([C:5]1[C:6]2[N:7]3[CH2:14][CH2:13][CH2:12][N:11]([C:15]4[CH:20]=[CH:19][C:18]([Cl:21])=[CH:17][C:16]=4[Cl:22])[C:8]3=[N:9][C:10]=2[C:2]([Cl:1])=[CH:3][CH:4]=1)[CH3:24])(=[O:28])[CH3:27], predict the reactants needed to synthesize it. The reactants are: [Cl:1][C:2]1[C:10]2[N:9]=[C:8]3[N:11]([C:15]4[CH:20]=[CH:19][C:18]([Cl:21])=[CH:17][C:16]=4[Cl:22])[CH2:12][CH2:13][CH2:14][N:7]3[C:6]=2[C:5]([CH:23]([OH:25])[CH3:24])=[CH:4][CH:3]=1.[C:26](OC(=O)C)(=[O:28])[CH3:27]. (5) Given the product [CH3:1][O:2][C:3]1[CH:4]=[C:5]([CH:21]=[CH:22][C:23]=1[O:24][CH3:25])[CH2:6][C@H:7]1[C:16]2[C:11](=[CH:12][C:13]([O:19][CH3:20])=[C:14]([O:17][CH3:18])[CH:15]=2)[CH2:10][CH2:9][N:8]1[CH2:27][C:28]([NH:41][CH:31]1[C:40]2[C:35](=[CH:36][CH:37]=[CH:38][CH:39]=2)[CH2:34][CH2:33][CH2:32]1)=[O:29], predict the reactants needed to synthesize it. The reactants are: [CH3:1][O:2][C:3]1[CH:4]=[C:5]([CH:21]=[CH:22][C:23]=1[O:24][CH3:25])[CH2:6][C@H:7]1[C:16]2[C:11](=[CH:12][C:13]([O:19][CH3:20])=[C:14]([O:17][CH3:18])[CH:15]=2)[CH2:10][CH2:9][NH:8]1.Br[CH2:27][C:28](Br)=[O:29].[CH:31]1([NH2:41])[C:40]2[C:35](=[CH:36][CH:37]=[CH:38][CH:39]=2)[CH2:34][CH2:33][CH2:32]1. (6) Given the product [C:55]([O:23][C:22]([C:21]1[N:20]=[C:19]([C:25]([F:27])([F:28])[F:26])[N:16]2[CH2:17][CH2:18][N:13]([C:11](=[O:12])[CH2:10][C@H:9]([NH:8][C:6]([O:5][C:1]([CH3:4])([CH3:2])[CH3:3])=[O:7])[CH2:29][C:30]3[CH:35]=[C:34]([F:36])[C:33]([F:37])=[CH:32][C:31]=3[F:38])[CH2:14][C:15]=12)=[O:24])([CH3:58])([CH3:56])[CH3:54], predict the reactants needed to synthesize it. The reactants are: [C:1]([O:5][C:6]([NH:8][C@H:9]([CH2:29][C:30]1[CH:35]=[C:34]([F:36])[C:33]([F:37])=[CH:32][C:31]=1[F:38])[CH2:10][C:11]([N:13]1[CH2:18][CH2:17][N:16]2[C:19]([C:25]([F:28])([F:27])[F:26])=[N:20][C:21]([C:22]([OH:24])=[O:23])=[C:15]2[CH2:14]1)=[O:12])=[O:7])([CH3:4])([CH3:3])[CH3:2].O=C1N(P(Cl)(N2CCOC2=O)=O)CCO1.[CH3:54][C:55]([CH3:58])([O-])[CH3:56].[K+].[Cl-].[NH4+]. (7) Given the product [CH2:18]([O:10][C:9](=[O:11])[CH2:8][C:5]1[CH:6]=[CH:7][C:2]([I:1])=[C:3]([O:12][CH2:13][C:14]([F:16])([F:15])[F:17])[CH:4]=1)[CH3:19], predict the reactants needed to synthesize it. The reactants are: [I:1][C:2]1[CH:7]=[CH:6][C:5]([CH2:8][C:9]([OH:11])=[O:10])=[CH:4][C:3]=1[O:12][CH2:13][C:14]([F:17])([F:16])[F:15].[CH3:18][CH2:19]N=C=NCCCN(C)C.Cl.C(O)C.